This data is from Forward reaction prediction with 1.9M reactions from USPTO patents (1976-2016). The task is: Predict the product of the given reaction. (1) Given the reactants [F:1][C:2]([F:35])([F:34])[C:3]1[CH:4]=[C:5]([NH:13][C:14]2[C:23]3[C:18](=[CH:19][CH:20]=[CH:21][CH:22]=3)[C:17]([C:24]3[CH:33]=[CH:32][C:27]([C:28]([O:30]C)=[O:29])=[CH:26][CH:25]=3)=[N:16][N:15]=2)[CH:6]=[C:7]([C:9]([F:12])([F:11])[F:10])[CH:8]=1.[OH-].[Na+], predict the reaction product. The product is: [F:35][C:2]([F:1])([F:34])[C:3]1[CH:4]=[C:5]([NH:13][C:14]2[C:23]3[C:18](=[CH:19][CH:20]=[CH:21][CH:22]=3)[C:17]([C:24]3[CH:33]=[CH:32][C:27]([C:28]([OH:30])=[O:29])=[CH:26][CH:25]=3)=[N:16][N:15]=2)[CH:6]=[C:7]([C:9]([F:12])([F:10])[F:11])[CH:8]=1. (2) Given the reactants [OH:1][C:2]1[CH:9]=[CH:8][C:5]([CH:6]=[O:7])=[CH:4][CH:3]=1.[Br:10][CH:11](Br)[CH3:12].O, predict the reaction product. The product is: [Br:10][CH2:11][CH2:12][O:1][C:2]1[CH:9]=[CH:8][C:5]([CH:6]=[O:7])=[CH:4][CH:3]=1.